From a dataset of NCI-60 drug combinations with 297,098 pairs across 59 cell lines. Regression. Given two drug SMILES strings and cell line genomic features, predict the synergy score measuring deviation from expected non-interaction effect. (1) Drug 2: C1=CC=C(C=C1)NC(=O)CCCCCCC(=O)NO. Synergy scores: CSS=86.0, Synergy_ZIP=3.95, Synergy_Bliss=3.35, Synergy_Loewe=0.897, Synergy_HSA=5.03. Cell line: HT29. Drug 1: CCC1=CC2CC(C3=C(CN(C2)C1)C4=CC=CC=C4N3)(C5=C(C=C6C(=C5)C78CCN9C7C(C=CC9)(C(C(C8N6C)(C(=O)OC)O)OC(=O)C)CC)OC)C(=O)OC. (2) Drug 1: CC1=CC=C(C=C1)C2=CC(=NN2C3=CC=C(C=C3)S(=O)(=O)N)C(F)(F)F. Drug 2: CCC1(CC2CC(C3=C(CCN(C2)C1)C4=CC=CC=C4N3)(C5=C(C=C6C(=C5)C78CCN9C7C(C=CC9)(C(C(C8N6C)(C(=O)OC)O)OC(=O)C)CC)OC)C(=O)OC)O.OS(=O)(=O)O. Cell line: DU-145. Synergy scores: CSS=3.72, Synergy_ZIP=0.000219, Synergy_Bliss=2.30, Synergy_Loewe=2.09, Synergy_HSA=1.03. (3) Drug 1: C1=CC(=CC=C1CCC2=CNC3=C2C(=O)NC(=N3)N)C(=O)NC(CCC(=O)O)C(=O)O. Drug 2: C1=NC2=C(N1)C(=S)N=C(N2)N. Cell line: HT29. Synergy scores: CSS=58.8, Synergy_ZIP=7.48, Synergy_Bliss=3.46, Synergy_Loewe=7.43, Synergy_HSA=9.60. (4) Drug 1: COC1=CC(=CC(=C1O)OC)C2C3C(COC3=O)C(C4=CC5=C(C=C24)OCO5)OC6C(C(C7C(O6)COC(O7)C8=CC=CS8)O)O. Drug 2: B(C(CC(C)C)NC(=O)C(CC1=CC=CC=C1)NC(=O)C2=NC=CN=C2)(O)O. Cell line: A549. Synergy scores: CSS=40.9, Synergy_ZIP=0.715, Synergy_Bliss=2.90, Synergy_Loewe=5.01, Synergy_HSA=5.41. (5) Drug 1: CC1OCC2C(O1)C(C(C(O2)OC3C4COC(=O)C4C(C5=CC6=C(C=C35)OCO6)C7=CC(=C(C(=C7)OC)O)OC)O)O. Drug 2: CC1=C(C=C(C=C1)NC(=O)C2=CC=C(C=C2)CN3CCN(CC3)C)NC4=NC=CC(=N4)C5=CN=CC=C5. Cell line: A498. Synergy scores: CSS=23.6, Synergy_ZIP=-2.41, Synergy_Bliss=-0.663, Synergy_Loewe=-13.2, Synergy_HSA=-2.97. (6) Drug 1: COC1=C2C(=CC3=C1OC=C3)C=CC(=O)O2. Drug 2: C1C(C(OC1N2C=NC(=NC2=O)N)CO)O. Cell line: ACHN. Synergy scores: CSS=7.98, Synergy_ZIP=-3.52, Synergy_Bliss=-1.39, Synergy_Loewe=-17.9, Synergy_HSA=-3.66. (7) Drug 1: C1=CC(=CC=C1C#N)C(C2=CC=C(C=C2)C#N)N3C=NC=N3. Drug 2: COC1=C2C(=CC3=C1OC=C3)C=CC(=O)O2. Cell line: SNB-75. Synergy scores: CSS=1.23, Synergy_ZIP=6.23, Synergy_Bliss=1.60, Synergy_Loewe=-1.05, Synergy_HSA=-0.0124. (8) Drug 1: C1=CC(=CC=C1C#N)C(C2=CC=C(C=C2)C#N)N3C=NC=N3. Drug 2: CN1C2=C(C=C(C=C2)N(CCCl)CCCl)N=C1CCCC(=O)O.Cl. Cell line: BT-549. Synergy scores: CSS=1.25, Synergy_ZIP=0.333, Synergy_Bliss=-1.11, Synergy_Loewe=0.912, Synergy_HSA=-3.03. (9) Drug 1: CC1=C(C(=O)C2=C(C1=O)N3CC4C(C3(C2COC(=O)N)OC)N4)N. Drug 2: CC1CCCC2(C(O2)CC(NC(=O)CC(C(C(=O)C(C1O)C)(C)C)O)C(=CC3=CSC(=N3)C)C)C. Cell line: UO-31. Synergy scores: CSS=30.3, Synergy_ZIP=-11.5, Synergy_Bliss=-2.51, Synergy_Loewe=-10.2, Synergy_HSA=-1.81.